Dataset: Catalyst prediction with 721,799 reactions and 888 catalyst types from USPTO. Task: Predict which catalyst facilitates the given reaction. (1) Reactant: [Cl:1][C:2]1[CH:3]=[C:4]([CH:9]=[CH:10][C:11]=1[O:12][CH:13]([CH3:15])[CH3:14])[C:5]([O:7]C)=[O:6].[OH-].[Na+]. The catalyst class is: 12. Product: [Cl:1][C:2]1[CH:3]=[C:4]([CH:9]=[CH:10][C:11]=1[O:12][CH:13]([CH3:15])[CH3:14])[C:5]([OH:7])=[O:6]. (2) Reactant: [CH3:1][O:2][C:3](=[O:20])[CH:4]([NH:12][C:13]([O:15][C:16]([CH3:19])([CH3:18])[CH3:17])=[O:14])[C:5]1[CH:10]=[CH:9][C:8]([OH:11])=[CH:7][CH:6]=1.C1(P(C2C=CC=CC=2)C2C=CC=CC=2)C=CC=CC=1.[CH3:40][O:41][CH2:42][CH2:43]O.CC(OC(/N=N/C(OC(C)C)=O)=O)C. Product: [CH3:1][O:2][C:3](=[O:20])[CH:4]([NH:12][C:13]([O:15][C:16]([CH3:17])([CH3:19])[CH3:18])=[O:14])[C:5]1[CH:6]=[CH:7][C:8]([O:11][CH2:43][CH2:42][O:41][CH3:40])=[CH:9][CH:10]=1. The catalyst class is: 1. (3) Reactant: [F:1][C:2]([C:5]1[CH:18]=[CH:17][C:8](/[CH:9]=[N:10]/[S@@:11]([C:13]([CH3:16])([CH3:15])[CH3:14])=[O:12])=[C:7]([F:19])[CH:6]=1)([F:4])[CH3:3].[CH3:20][Mg]Br. Product: [F:1][C:2]([C:5]1[CH:18]=[CH:17][C:8]([C@@H:9]([NH:10][S:11]([C:13]([CH3:14])([CH3:15])[CH3:16])=[O:12])[CH3:20])=[C:7]([F:19])[CH:6]=1)([F:4])[CH3:3]. The catalyst class is: 2.